Dataset: Forward reaction prediction with 1.9M reactions from USPTO patents (1976-2016). Task: Predict the product of the given reaction. The product is: [C:1]([O:5][C:6](=[O:24])[N:7]([C:9]([C:16]1[CH:21]=[CH:20][C:19]([Cl:22])=[C:18]([Cl:23])[CH:17]=1)([CH2:13][N:14]([CH3:15])[C:36](=[O:41])[C:37]([F:38])([F:39])[F:40])[CH2:10][CH:11]=[CH2:12])[CH3:8])([CH3:2])([CH3:3])[CH3:4]. Given the reactants [C:1]([O:5][C:6](=[O:24])[N:7]([C:9]([C:16]1[CH:21]=[CH:20][C:19]([Cl:22])=[C:18]([Cl:23])[CH:17]=1)([CH2:13][NH:14][CH3:15])[CH2:10][CH:11]=[CH2:12])[CH3:8])([CH3:4])([CH3:3])[CH3:2].N1C=CC=CC=1.[F:38][C:37]([F:40])([F:39])[C:36](O[C:36](=[O:41])[C:37]([F:40])([F:39])[F:38])=[O:41].O, predict the reaction product.